Predict the product of the given reaction. From a dataset of Forward reaction prediction with 1.9M reactions from USPTO patents (1976-2016). (1) Given the reactants [CH3:1][O-:2].[Na+].Cl[CH2:5][Si:6]([O:11][CH3:12])([O:9][CH3:10])[O:7][CH3:8].[SiH4].[Cl-].[Na+], predict the reaction product. The product is: [CH3:1][O:2][CH2:5][Si:6]([O:11][CH3:12])([O:9][CH3:10])[O:7][CH3:8]. (2) Given the reactants [I:1][C:2]1[CH:19]=[CH:18][C:5]2[NH:6][C:7](=[O:17])[CH2:8][CH:9](C(OCC)=O)[C:10](=[O:11])[C:4]=2[CH:3]=1.[Na+].[Cl-].O, predict the reaction product. The product is: [I:1][C:2]1[CH:19]=[CH:18][C:5]2[NH:6][C:7](=[O:17])[CH2:8][CH2:9][C:10](=[O:11])[C:4]=2[CH:3]=1. (3) Given the reactants [Cl:1][C:2]1[CH:7]=[CH:6][C:5]([S:8]([N:11]2[CH2:16][CH2:15][CH2:14][C@@H:13]([NH:17][C:18]3[N:23]=[C:22]([C:24]4[N:31]5[C:27]([S:28][CH:29]=[CH:30]5)=[N:26][C:25]=4[C:32]4[CH:33]=[C:34]([CH:41]=[CH:42][CH:43]=4)[C:35](N(OC)C)=[O:36])[CH:21]=[CH:20][N:19]=3)[CH2:12]2)(=[O:10])=[O:9])=[CH:4][CH:3]=1.[H-].[Al+3].[Li+].[H-].[H-].[H-], predict the reaction product. The product is: [Cl:1][C:2]1[CH:7]=[CH:6][C:5]([S:8]([N:11]2[CH2:16][CH2:15][CH2:14][C@@H:13]([NH:17][C:18]3[N:23]=[C:22]([C:24]4[N:31]5[C:27]([S:28][CH:29]=[CH:30]5)=[N:26][C:25]=4[C:32]4[CH:33]=[C:34]([CH:41]=[CH:42][CH:43]=4)[CH:35]=[O:36])[CH:21]=[CH:20][N:19]=3)[CH2:12]2)(=[O:10])=[O:9])=[CH:4][CH:3]=1. (4) Given the reactants [CH2:1]([O:3][P:4](/[CH:9]=[CH:10]/[C:11]1[C:12]([O:22][CH2:23][C:24]2[CH:25]=[CH:26][C:27]([O:34][CH2:35][C:36]3[N:37]=[C:38]([C:42]4[O:43][CH:44]=[CH:45][CH:46]=4)[O:39][C:40]=3[CH3:41])=[C:28]([CH:33]=2)[C:29]([O:31]C)=[O:30])=[N:13][N:14]([C:16]2[CH:21]=[CH:20][CH:19]=[CH:18][CH:17]=2)[CH:15]=1)([O:6][CH2:7][CH3:8])=[O:5])[CH3:2].O1CCCC1.[OH-].[Na+].Cl, predict the reaction product. The product is: [CH2:7]([O:6][P:4](/[CH:9]=[CH:10]/[C:11]1[C:12]([O:22][CH2:23][C:24]2[CH:25]=[CH:26][C:27]([O:34][CH2:35][C:36]3[N:37]=[C:38]([C:42]4[O:43][CH:44]=[CH:45][CH:46]=4)[O:39][C:40]=3[CH3:41])=[C:28]([CH:33]=2)[C:29]([OH:31])=[O:30])=[N:13][N:14]([C:16]2[CH:21]=[CH:20][CH:19]=[CH:18][CH:17]=2)[CH:15]=1)([O:3][CH2:1][CH3:2])=[O:5])[CH3:8]. (5) Given the reactants CC([Si](C)(C)[O:6][CH2:7][C:8]1[CH:16]=[C:15]2[N:11]([CH2:12][CH2:13][CH2:14]2)[C:10](=[O:17])[CH:9]=1)(C)C.C(O)(=O)C.[F-].C([N+](CCCC)(CCCC)CCCC)CCC, predict the reaction product. The product is: [OH:6][CH2:7][C:8]1[CH:16]=[C:15]2[N:11]([CH2:12][CH2:13][CH2:14]2)[C:10](=[O:17])[CH:9]=1.